Predict the product of the given reaction. From a dataset of Forward reaction prediction with 1.9M reactions from USPTO patents (1976-2016). (1) Given the reactants [C:1]([C:5]1[NH:6][C:7]([C:25]2[CH:30]=[CH:29][C:28]([F:31])=[CH:27][CH:26]=2)=[C:8]([C:10]2[N:15]=[C:14]3[N:16]([CH2:20][C:21]([CH3:24])([CH3:23])[CH3:22])[C:17]([NH2:19])=[N:18][C:13]3=[CH:12][CH:11]=2)[N:9]=1)([CH3:4])([CH3:3])[CH3:2].[ClH:32], predict the reaction product. The product is: [ClH:32].[ClH:32].[C:1]([C:5]1[NH:6][C:7]([C:25]2[CH:26]=[CH:27][C:28]([F:31])=[CH:29][CH:30]=2)=[C:8]([C:10]2[N:15]=[C:14]3[N:16]([CH2:20][C:21]([CH3:24])([CH3:23])[CH3:22])[C:17]([NH2:19])=[N:18][C:13]3=[CH:12][CH:11]=2)[N:9]=1)([CH3:2])([CH3:3])[CH3:4]. (2) Given the reactants Cl[C:2]1[CH:7]=[C:6]([NH:8]C(=O)OC(C)(C)C)[N:5]2[N:16]=[CH:17][C:18]([CH:19]=[O:20])=[C:4]2[N:3]=1.O1CCOCC1.[Cl:27][C:28]1[CH:29]=[C:30]([CH:32]=[CH:33][CH:34]=1)[NH2:31], predict the reaction product. The product is: [NH2:8][C:6]1[N:5]2[N:16]=[CH:17][C:18]([CH:19]=[O:20])=[C:4]2[N:3]=[C:2]([NH:31][C:30]2[CH:32]=[CH:33][CH:34]=[C:28]([Cl:27])[CH:29]=2)[CH:7]=1. (3) Given the reactants [NH2:1][C:2]1[CH:3]=[C:4]2[C:8](=[CH:9][CH:10]=1)[C:7](=[O:11])[CH2:6][CH2:5]2.[C:12]1([C:21]2[CH:26]=[CH:25][CH:24]=[CH:23][CH:22]=2)[CH:17]=[CH:16][C:15]([C:18](Cl)=[O:19])=[CH:14][CH:13]=1.C(N(CC)CC)C, predict the reaction product. The product is: [O:11]=[C:7]1[C:8]2[C:4](=[CH:3][C:2]([NH:1][C:18]([C:15]3[CH:16]=[CH:17][C:12]([C:21]4[CH:22]=[CH:23][CH:24]=[CH:25][CH:26]=4)=[CH:13][CH:14]=3)=[O:19])=[CH:10][CH:9]=2)[CH2:5][CH2:6]1. (4) Given the reactants [CH3:1][CH2:2][O:3][C:4]([CH:6]1[CH2:12][CH2:11][C:9](=O)[CH2:8][CH2:7]1)=[O:5].Cl.[F:14][C:15]1[CH:20]=[CH:19][C:18]([NH:21]N)=[CH:17][CH:16]=1, predict the reaction product. The product is: [CH2:2]([O:3][C:4]([CH:6]1[CH2:12][C:11]2[C:19]3[C:18](=[CH:17][CH:16]=[C:15]([F:14])[CH:20]=3)[NH:21][C:9]=2[CH2:8][CH2:7]1)=[O:5])[CH3:1].